This data is from Full USPTO retrosynthesis dataset with 1.9M reactions from patents (1976-2016). The task is: Predict the reactants needed to synthesize the given product. (1) Given the product [Cl:31][C:15]1[N:14]([CH2:17][O:18][CH2:19][CH2:20][O:21][CH3:22])[C:13]2[CH:23]=[C:9]([Cl:8])[C:10]([O:24][C:25]3[CH:30]=[CH:29][CH:28]=[CH:27][CH:26]=3)=[CH:11][C:12]=2[N:16]=1, predict the reactants needed to synthesize it. The reactants are: C(NC(C)C)(C)C.[Cl:8][C:9]1[C:10]([O:24][C:25]2[CH:30]=[CH:29][CH:28]=[CH:27][CH:26]=2)=[CH:11][C:12]2[N:16]=[CH:15][N:14]([CH2:17][O:18][CH2:19][CH2:20][O:21][CH3:22])[C:13]=2[CH:23]=1.[Cl:31]N1C(=O)CCC1=O.[NH4+].[Cl-]. (2) Given the product [CH2:1]([O:8][C:9]1[CH:14]=[C:13]([S:26][CH2:27][CH2:28][C:29]([O:31][CH2:32][CH3:33])=[O:30])[CH:12]=[N:11][C:10]=1[NH:16][C:17]1[S:18][C:19]2[C:24]([N:25]=1)=[CH:23][CH:22]=[CH:21][N:20]=2)[C:2]1[CH:7]=[CH:6][CH:5]=[CH:4][CH:3]=1, predict the reactants needed to synthesize it. The reactants are: [CH2:1]([O:8][C:9]1[C:10]([NH:16][C:17]2[S:18][C:19]3[C:24]([N:25]=2)=[CH:23][CH:22]=[CH:21][N:20]=3)=[N:11][CH:12]=[C:13](Br)[CH:14]=1)[C:2]1[CH:7]=[CH:6][CH:5]=[CH:4][CH:3]=1.[SH:26][CH2:27][CH2:28][C:29]([O:31][CH3:32])=[O:30].[CH2:33](N(C(C)C)C(C)C)C.[Cl-].[NH4+].